Task: Regression. Given a peptide amino acid sequence and an MHC pseudo amino acid sequence, predict their binding affinity value. This is MHC class II binding data.. Dataset: Peptide-MHC class II binding affinity with 134,281 pairs from IEDB (1) The peptide sequence is TSLLISWGHYPLHLR. The MHC is HLA-DPA10103-DPB10301 with pseudo-sequence HLA-DPA10103-DPB10301. The binding affinity (normalized) is 0.202. (2) The peptide sequence is GGTWVSATLEQDKCV. The MHC is DRB1_0101 with pseudo-sequence DRB1_0101. The binding affinity (normalized) is 0.161. (3) The peptide sequence is IIGVLHQNFKDTSMQ. The MHC is DRB1_0301 with pseudo-sequence DRB1_0301. The binding affinity (normalized) is 0.763. (4) The peptide sequence is ELRKTYNLLDAVSRH. The MHC is HLA-DQA10501-DQB10301 with pseudo-sequence HLA-DQA10501-DQB10301. The binding affinity (normalized) is 0.0175. (5) The peptide sequence is AIAVHSQTTDIPPCPHGWIS. The MHC is DRB1_1501 with pseudo-sequence DRB1_1501. The binding affinity (normalized) is 0. (6) The peptide sequence is NGDGDVVAVDIKEKG. The MHC is DRB1_1302 with pseudo-sequence DRB1_1302. The binding affinity (normalized) is 0.189. (7) The peptide sequence is DYVRMWVQAATVMSA. The MHC is DRB1_1302 with pseudo-sequence DRB1_1302. The binding affinity (normalized) is 0.775. (8) The peptide sequence is QVAKAGLKTNDRKWC. The MHC is DRB3_0101 with pseudo-sequence DRB3_0101. The binding affinity (normalized) is 0.320.